Binary Classification. Given a T-cell receptor sequence (or CDR3 region) and an epitope sequence, predict whether binding occurs between them. From a dataset of TCR-epitope binding with 47,182 pairs between 192 epitopes and 23,139 TCRs. (1) The epitope is ITEEVGHTDLMAAY. The TCR CDR3 sequence is CASSFTGYEQFF. Result: 1 (the TCR binds to the epitope). (2) The epitope is YIFFASFYY. The TCR CDR3 sequence is CASSRWGKQFF. Result: 1 (the TCR binds to the epitope). (3) The epitope is NYSGVVTTVMF. The TCR CDR3 sequence is CASSYWSGRDYNEQFF. Result: 0 (the TCR does not bind to the epitope). (4) The epitope is HTTDPSFLGRY. The TCR CDR3 sequence is CASSPDDRVSGNTIYF. Result: 1 (the TCR binds to the epitope). (5) The epitope is EILDITPCSF. The TCR CDR3 sequence is CASSDVHGYTF. Result: 1 (the TCR binds to the epitope). (6) The epitope is YLNTLTLAV. The TCR CDR3 sequence is CASSVGLAGLFTDTQYF. Result: 1 (the TCR binds to the epitope).